This data is from Reaction yield outcomes from USPTO patents with 853,638 reactions. The task is: Predict the reaction yield, written as a fraction of the theoretical maximum amount of product (1.0 means a 100% yield; for example, 0.34 means a 34% yield). The reactants are O.[OH:2][C:3]1[C:11]2[N:10]=NN[C:7]=2[CH:6]=CC=1.C(N(C(C)C)C(C)C)C.CCN=C=NCCCN(C)C.Cl.[F:33][C:34]1[CH:35]=[C:36]([C:41]2[C:45]([CH2:46][O:47][C:48]3[CH:56]=[CH:55][C:51]([C:52]([OH:54])=O)=[CH:50][N:49]=3)=[C:44]([CH2:57][OH:58])[O:43][N:42]=2)[CH:37]=[CH:38][C:39]=1[F:40].N[C@@H](CC)CO.Cl. The catalyst is C1COCC1.CCCCCCC.C(OCC)(=O)C. The product is [F:33][C:34]1[CH:35]=[C:36]([C:41]2[C:45]([CH2:46][O:47][C:48]3[CH:56]=[CH:55][C:51]([C:52]([NH:10][C@H:11]([CH2:3][OH:2])[CH2:7][CH3:6])=[O:54])=[CH:50][N:49]=3)=[C:44]([CH2:57][OH:58])[O:43][N:42]=2)[CH:37]=[CH:38][C:39]=1[F:40]. The yield is 0.610.